Dataset: Reaction yield outcomes from USPTO patents with 853,638 reactions. Task: Predict the reaction yield, written as a fraction of the theoretical maximum amount of product (1.0 means a 100% yield; for example, 0.34 means a 34% yield). (1) The reactants are [NH2:1][C:2]1[N:6]([C:7]2[CH:12]=[CH:11][C:10]([OH:13])=[CH:9][CH:8]=2)[N:5]=[C:4]([C:14]([CH3:17])([CH3:16])[CH3:15])[CH:3]=1.[C:18]([O:22][C:23]([N:25]1[CH2:30][CH2:29][CH:28]([CH2:31][CH2:32]O)[CH2:27][CH2:26]1)=[O:24])([CH3:21])([CH3:20])[CH3:19].C1CCN(C(N=NC(N2CCCCC2)=O)=O)CC1.C1(P(C2C=CC=CC=2)C2C=CC=CC=2)C=CC=CC=1. The catalyst is C1COCC1. The product is [C:18]([O:22][C:23]([N:25]1[CH2:30][CH2:29][CH:28]([CH2:31][CH2:32][O:13][C:10]2[CH:11]=[CH:12][C:7]([N:6]3[C:2]([NH2:1])=[CH:3][C:4]([C:14]([CH3:17])([CH3:16])[CH3:15])=[N:5]3)=[CH:8][CH:9]=2)[CH2:27][CH2:26]1)=[O:24])([CH3:21])([CH3:20])[CH3:19]. The yield is 0.830. (2) The reactants are [Cl:1][C:2]1[N:10](CC=C)[C:9]2[C:8](=[O:14])[NH:7][C:6](=[O:15])[N:5]([CH2:16][CH3:17])[C:4]=2[N:3]=1.[C:18]1([CH2:24][C:25]2[N:29]=[C:28]([CH2:30][CH2:31][CH2:32]O)[O:27][N:26]=2)[CH:23]=[CH:22][CH:21]=[CH:20][CH:19]=1.C1(P(C2C=CC=CC=2)C2C=CC=CC=2)C=CC=CC=1.C1C=CC(COC(/N=N/C(OCC2C=CC=CC=2)=O)=O)=CC=1.N1CCOCC1. The catalyst is C1COCC1.C1C=CC([P]([Pd]([P](C2C=CC=CC=2)(C2C=CC=CC=2)C2C=CC=CC=2)([P](C2C=CC=CC=2)(C2C=CC=CC=2)C2C=CC=CC=2)[P](C2C=CC=CC=2)(C2C=CC=CC=2)C2C=CC=CC=2)(C2C=CC=CC=2)C2C=CC=CC=2)=CC=1. The product is [Cl:1][C:2]1[NH:10][C:9]2[C:8](=[O:14])[N:7]([CH2:32][CH2:31][CH2:30][C:28]3[O:27][N:26]=[C:25]([CH2:24][C:18]4[CH:23]=[CH:22][CH:21]=[CH:20][CH:19]=4)[N:29]=3)[C:6](=[O:15])[N:5]([CH2:16][CH3:17])[C:4]=2[N:3]=1. The yield is 0.250. (3) The reactants are [F:1][C:2]1([F:46])[CH2:7][CH2:6][CH:5]([C:8]2[C:17]3[CH:16]([OH:18])[CH2:15][C:14]([CH3:20])([CH3:19])[CH2:13][C:12]=3[N:11]=[C:10]([CH:21]3[CH2:26][CH2:25][N:24]([C:27]4[N:32]=[CH:31][C:30]([OH:33])=[CH:29][N:28]=4)[CH2:23][CH2:22]3)[C:9]=2[CH:34]([F:45])[C:35]2[CH:40]=[CH:39][C:38]([C:41]([F:44])([F:43])[F:42])=[CH:37][CH:36]=2)[CH2:4][CH2:3]1.C(=O)([O-])[O-].[Cs+].[Cs+].I[CH2:54][CH:55]([CH3:57])[CH3:56].O. The catalyst is O1CCCC1. The product is [F:46][C:2]1([F:1])[CH2:3][CH2:4][CH:5]([C:8]2[C:17]3[CH:16]([OH:18])[CH2:15][C:14]([CH3:19])([CH3:20])[CH2:13][C:12]=3[N:11]=[C:10]([CH:21]3[CH2:22][CH2:23][N:24]([C:27]4[N:32]=[CH:31][C:30]([O:33][CH2:54][CH:55]([CH3:57])[CH3:56])=[CH:29][N:28]=4)[CH2:25][CH2:26]3)[C:9]=2[CH:34]([F:45])[C:35]2[CH:36]=[CH:37][C:38]([C:41]([F:43])([F:42])[F:44])=[CH:39][CH:40]=2)[CH2:6][CH2:7]1. The yield is 0.680. (4) The reactants are [OH:1][C:2]1[CH:3]=[C:4]2[C:8](=[CH:9][CH:10]=1)[C:7](=[O:11])[N:6]([CH2:12][CH2:13][O:14][CH3:15])[C:5]2=[O:16].C(=O)([O-])[O-].[K+].[K+].[F:23][C:24]1[CH:31]=[CH:30][C:27]([CH2:28]Br)=[CH:26][CH:25]=1. The catalyst is CC(C)=O. The product is [F:23][C:24]1[CH:31]=[CH:30][C:27]([CH2:28][O:1][C:2]2[CH:3]=[C:4]3[C:8](=[CH:9][CH:10]=2)[C:7](=[O:11])[N:6]([CH2:12][CH2:13][O:14][CH3:15])[C:5]3=[O:16])=[CH:26][CH:25]=1. The yield is 0.660. (5) The reactants are C([CH:3]([C:7](Cl)=[O:8])[C:4](Cl)=[O:5])C.[CH3:10][O:11][C:12]([C:14]1[S:15][CH:16]=[CH:17][C:18]=1[NH2:19])=[O:13].N1[CH:25]=[CH:24]C=CC=1.C([OH:28])C. The catalyst is C1(C)C=CC=CC=1. The product is [CH3:10][O:11][C:12]([C:14]1[S:15][CH:16]=[CH:17][C:18]=1[NH:19][C:7](=[O:8])[CH2:3][C:4]([O:5][CH2:24][CH3:25])=[O:28])=[O:13]. The yield is 0.630. (6) The reactants are C([N:5]([CH2:34][CH2:35][C:36]([O:38]C(C)(C)C)=[O:37])[C:6](=[O:33])[C:7]1[CH:12]=[CH:11][C:10]([CH:13]([O:17][C:18]2[CH:23]=[CH:22][C:21]([N:24]3[CH:28]=[C:27]([C:29]([F:32])([F:31])[F:30])[CH:26]=[N:25]3)=[CH:20][CH:19]=2)[CH:14]([CH3:16])[CH3:15])=[CH:9][CH:8]=1)(C)(C)C.FC(F)(F)C(O)=O. The catalyst is ClCCl. The product is [CH3:15][CH:14]([CH3:16])[CH:13]([C:10]1[CH:11]=[CH:12][C:7]([C:6]([NH:5][CH2:34][CH2:35][C:36]([OH:38])=[O:37])=[O:33])=[CH:8][CH:9]=1)[O:17][C:18]1[CH:19]=[CH:20][C:21]([N:24]2[CH:28]=[C:27]([C:29]([F:30])([F:32])[F:31])[CH:26]=[N:25]2)=[CH:22][CH:23]=1. The yield is 0.240. (7) The product is [Cl:1][C:2]1[CH:7]=[CH:6][C:5]([O:8][C@H:17]([C:14]2[CH:15]=[CH:16][CH:11]=[CH:12][CH:13]=2)[C@@H:18]([OH:19])[CH2:20][OH:21])=[C:4]([O:9][CH3:10])[CH:3]=1. The reactants are [Cl:1][C:2]1[CH:7]=[CH:6][C:5]([OH:8])=[C:4]([O:9][CH3:10])[CH:3]=1.[CH:11]1[CH:16]=[CH:15][C:14]([C@@H:17]2[O:19][C@H:18]2[CH2:20][OH:21])=[CH:13][CH:12]=1. The yield is 0.610. The catalyst is [Cl-].C([N+](CCCC)(CCCC)C)CCC.[OH-].[Na+].ClCCl. (8) The reactants are [NH:1]1[CH:5]=[C:4]([C:6]2[C:7]3[CH:14]=[CH:13][N:12]([CH2:15][O:16][CH2:17][CH2:18][Si:19]([CH3:22])([CH3:21])[CH3:20])[C:8]=3[N:9]=[CH:10][N:11]=2)[CH:3]=[N:2]1.[CH3:23][S:24][CH2:25][CH2:26]/[CH:27]=[CH:28]/[C:29]#[N:30].C1CCN2C(=NCCC2)CC1.C(#N)C. No catalyst specified. The product is [CH3:23][S:24][CH2:25][CH2:26][CH:27]([N:1]1[CH:5]=[C:4]([C:6]2[C:7]3[CH:14]=[CH:13][N:12]([CH2:15][O:16][CH2:17][CH2:18][Si:19]([CH3:22])([CH3:21])[CH3:20])[C:8]=3[N:9]=[CH:10][N:11]=2)[CH:3]=[N:2]1)[CH2:28][C:29]#[N:30]. The yield is 0.830. (9) The reactants are [NH:1]1[C:9]2[C:4](=[C:5]([NH:10][C:11]3[C:20]([C:21]4[CH:26]=[C:25]([S:27][CH3:28])[N:24]=[C:23]([CH3:29])[N:22]=4)=[N:19][C:18]4[C:13](=[CH:14][CH:15]=[CH:16][CH:17]=4)[N:12]=3)[CH:6]=[CH:7][CH:8]=2)[CH:3]=[N:2]1.C1C=C(Cl)C=C(C(OO)=[O:38])C=1.CO. The catalyst is C(Cl)Cl.CN(C=O)C.C([O-])(O)=O.[Na+].C(Cl)Cl. The product is [NH:1]1[C:9]2[C:4](=[C:5]([NH:10][C:11]3[C:20]([C:21]4[CH:26]=[C:25]([S:27]([CH3:28])=[O:38])[N:24]=[C:23]([CH3:29])[N:22]=4)=[N:19][C:18]4[C:13](=[CH:14][CH:15]=[CH:16][CH:17]=4)[N:12]=3)[CH:6]=[CH:7][CH:8]=2)[CH:3]=[N:2]1. The yield is 0.230.